Task: Predict the product of the given reaction.. Dataset: Forward reaction prediction with 1.9M reactions from USPTO patents (1976-2016) (1) Given the reactants [C:1]([OH:6])(=[O:5])[CH:2]([CH3:4])[CH3:3].C([N-]C(C)C)(C)C.[Li+].Cl[CH2:16][CH2:17][CH2:18][CH2:19][O:20][CH2:21][CH2:22][CH2:23][CH2:24][Cl:25].N#N.C([O-])(=O)C(C)C.[Li+].[Li+].C([O-])(=O)C(C)C, predict the reaction product. The product is: [Cl:25][CH2:24][CH2:23][CH2:22][CH2:21][O:20][CH2:19][CH2:18][CH2:17][CH2:16][C:2]([CH3:4])([CH3:3])[C:1]([OH:6])=[O:5]. (2) Given the reactants Cl[CH2:2][C:3]([N:5]1[C@H:10]([CH3:11])[CH2:9][N:8]([S:12]([C:15]2[CH:24]=[CH:23][C:22]3[C:17](=[CH:18][CH:19]=[CH:20][CH:21]=3)[CH:16]=2)(=[O:14])=[O:13])[CH2:7][C@@H:6]1[CH3:25])=[O:4].C([O-])([O-])=O.[K+].[K+].[CH3:32][O:33][C:34]1[CH:39]=[CH:38][CH:37]=[CH:36][C:35]=1[OH:40], predict the reaction product. The product is: [CH3:25][C@H:6]1[CH2:7][N:8]([S:12]([C:15]2[CH:24]=[CH:23][C:22]3[C:17](=[CH:18][CH:19]=[CH:20][CH:21]=3)[CH:16]=2)(=[O:13])=[O:14])[CH2:9][C@@H:10]([CH3:11])[N:5]1[C:3](=[O:4])[CH2:2][O:40][C:35]1[CH:36]=[CH:37][CH:38]=[CH:39][C:34]=1[O:33][CH3:32]. (3) Given the reactants [NH2:1][C:2]1[CH:3]=[C:4]([CH:8]2[N:13]3[N:14]=[C:15]([C:19]4[CH:24]=[CH:23][C:22]([O:25][C:26]5[CH:31]=[CH:30][CH:29]=[CH:28][CH:27]=5)=[CH:21][CH:20]=4)[C:16]([C:17]#[N:18])=[C:12]3[NH:11][CH2:10][CH2:9]2)[CH:5]=[CH:6][CH:7]=1.[OH-:32].[Na+].OO, predict the reaction product. The product is: [NH2:1][C:2]1[CH:3]=[C:4]([CH:8]2[N:13]3[N:14]=[C:15]([C:19]4[CH:24]=[CH:23][C:22]([O:25][C:26]5[CH:27]=[CH:28][CH:29]=[CH:30][CH:31]=5)=[CH:21][CH:20]=4)[C:16]([C:17]([NH2:18])=[O:32])=[C:12]3[NH:11][CH2:10][CH2:9]2)[CH:5]=[CH:6][CH:7]=1. (4) Given the reactants [O:1]=[C:2]1[C:6]2([CH2:11][CH2:10][N:9]([C:12]([O:14][C:15]([CH3:18])([CH3:17])[CH3:16])=[O:13])[CH2:8][CH2:7]2)[CH2:5][CH2:4][NH:3]1.FC(F)(F)S(O[C:25]1[CH:26](C)[O:27][C:28](=[O:31])[C:29]=1[F:30])(=O)=O.CC1(C)C2C(=C(P(C3C=CC=CC=3)C3C=CC=CC=3)C=CC=2)OC2C(P(C3C=CC=CC=3)C3C=CC=CC=3)=CC=CC1=2.O, predict the reaction product. The product is: [F:30][C:29]1[C:28](=[O:31])[O:27][CH2:26][C:25]=1[N:3]1[CH2:4][CH2:5][C:6]2([CH2:11][CH2:10][N:9]([C:12]([O:14][C:15]([CH3:18])([CH3:17])[CH3:16])=[O:13])[CH2:8][CH2:7]2)[C:2]1=[O:1]. (5) Given the reactants [Si]([O:8][CH2:9][C:10]1[C:11]([F:33])=[C:12]([N:16]2[CH2:19][CH:18]([CH:20]3[CH2:25][CH2:24][N:23](C(OC(C)(C)C)=O)[CH2:22][CH2:21]3)[CH2:17]2)[CH:13]=[CH:14][CH:15]=1)(C(C)(C)C)(C)C.C(O)(C(F)(F)F)=O, predict the reaction product. The product is: [F:33][C:11]1[C:12]([N:16]2[CH2:19][CH:18]([CH:20]3[CH2:21][CH2:22][NH:23][CH2:24][CH2:25]3)[CH2:17]2)=[CH:13][CH:14]=[CH:15][C:10]=1[CH2:9][OH:8]. (6) Given the reactants [NH2:1][C:2]1[CH:15]=[CH:14][C:13]2[C:12](=[O:16])[C:11]3[C:6](=[CH:7][C:8]([NH2:17])=[CH:9][CH:10]=3)[C:5](=[O:18])[C:4]=2[CH:3]=1.N1[CH:24]=[CH:23][CH:22]=[CH:21]C=1.[C:25](Cl)(=[O:29])[CH2:26][CH2:27][CH3:28].CN(C)C=[O:34], predict the reaction product. The product is: [C:25]([NH:1][C:2]1[CH:15]=[CH:14][C:13]2[C:12](=[O:16])[C:11]3[C:6](=[CH:7][C:8]([NH:17][C:24](=[O:34])[CH2:23][CH2:22][CH3:21])=[CH:9][CH:10]=3)[C:5](=[O:18])[C:4]=2[CH:3]=1)(=[O:29])[CH2:26][CH2:27][CH3:28]. (7) Given the reactants [C:1]([O:4][C@H:5]1[CH2:21][C@@H:20]2[C@@:8]([CH3:34])([CH:9]3[CH:17]([CH2:18][CH2:19]2)[CH:16]2[C@@:12]([CH3:33])([C:13]([N:24]4[C:28]5[CH:29]=[CH:30][CH:31]=[CH:32][C:27]=5[N:26]=[CH:25]4)=[C:14](C=O)[CH2:15]2)[CH2:11][CH2:10]3)[CH2:7][CH2:6]1)(=[O:3])[CH3:2], predict the reaction product. The product is: [C:1]([O:4][C@H:5]1[CH2:21][C@@H:20]2[C@@:8]([CH3:34])([CH:9]3[CH:17]([CH2:18][CH2:19]2)[CH:16]2[C@@:12]([CH3:33])([C:13]([N:24]4[C:28]5[CH:29]=[CH:30][CH:31]=[CH:32][C:27]=5[N:26]=[CH:25]4)=[CH:14][CH2:15]2)[CH2:11][CH2:10]3)[CH2:7][CH2:6]1)(=[O:3])[CH3:2]. (8) Given the reactants N1[C:9]2[C:4](=[CH:5][C:6]([C:10]#[C:11][C:12]3[CH:13]=[N:14][C:15]4[C:20]([CH:21]=3)=[C:19]3[CH:22]=[CH:23][C:24]([CH3:26])=[CH:25][C:18]3=[N:17][C:16]=4[NH2:27])=[CH:7][CH:8]=2)[CH:3]=[CH:2]1.C([OH:30])C.[H][H], predict the reaction product. The product is: [O:30]1[C:9]2[CH:8]=[CH:7][C:6]([CH2:10][CH2:11][C:12]3[CH:13]=[N:14][C:15]4[C:20]([CH:21]=3)=[C:19]3[CH:22]=[CH:23][C:24]([CH3:26])=[CH:25][C:18]3=[N:17][C:16]=4[NH2:27])=[CH:5][C:4]=2[CH2:3][CH2:2]1. (9) Given the reactants [N+:1]([C:4]1[CH:5]=[C:6]([OH:10])[CH:7]=[CH:8][CH:9]=1)([O-])=O.Br[CH2:12][C:13]1[CH:18]=[CH:17][CH:16]=[C:15]([O:19][CH3:20])[CH:14]=1.BrCC1C=CC=C(F)C=1, predict the reaction product. The product is: [CH3:20][O:19][C:15]1[CH:14]=[C:13]([CH:18]=[CH:17][CH:16]=1)[CH2:12][O:10][C:6]1[CH:5]=[C:4]([NH2:1])[CH:9]=[CH:8][CH:7]=1.